From a dataset of Full USPTO retrosynthesis dataset with 1.9M reactions from patents (1976-2016). Predict the reactants needed to synthesize the given product. (1) The reactants are: [NH2:1][OH:2].[CH:3]([C:5]1[CH:10]=[CH:9][C:8]([C@@H:11]2[CH2:16][O:15][CH2:14][CH2:13][N:12]2[C:17]([O:19][C:20]([CH3:23])([CH3:22])[CH3:21])=[O:18])=[CH:7][CH:6]=1)=O. Given the product [OH:2][N:1]=[CH:3][C:5]1[CH:10]=[CH:9][C:8]([C@@H:11]2[CH2:16][O:15][CH2:14][CH2:13][N:12]2[C:17]([O:19][C:20]([CH3:23])([CH3:22])[CH3:21])=[O:18])=[CH:7][CH:6]=1, predict the reactants needed to synthesize it. (2) Given the product [CH2:1]([O:3][C:4](=[O:16])[C:5]([CH3:7])([O:8][C:9]1[CH:14]=[CH:13][CH:12]=[C:11]([O:15][CH2:24][CH2:23][C:22]2[N:18]([CH3:17])[N:19]=[C:20]([C:26]3[CH:27]=[CH:28][C:29]([O:32][C:33]([F:36])([F:35])[F:34])=[CH:30][CH:31]=3)[CH:21]=2)[CH:10]=1)[CH3:6])[CH3:2], predict the reactants needed to synthesize it. The reactants are: [CH2:1]([O:3][C:4](=[O:16])[C:5]([O:8][C:9]1[CH:14]=[CH:13][CH:12]=[C:11]([OH:15])[CH:10]=1)([CH3:7])[CH3:6])[CH3:2].[CH3:17][N:18]1[C:22]([CH2:23][CH2:24]O)=[CH:21][C:20]([C:26]2[CH:31]=[CH:30][C:29]([O:32][C:33]([F:36])([F:35])[F:34])=[CH:28][CH:27]=2)=[N:19]1.N(C(OC(C)(C)C)=O)=NC(OC(C)(C)C)=O.C1(P(C2C=CC=CC=2)C2C=CC=CC=2)C=CC=CC=1. (3) Given the product [C:32]1([NH:31][C:29]([N:28]2[C:21]3[CH:22]=[CH:23][C:24]([O:26][CH3:27])=[CH:25][C:20]=3[NH:19][C:3]2=[O:4])=[O:30])[CH:33]=[CH:34][CH:35]=[CH:36][CH:37]=1, predict the reactants needed to synthesize it. The reactants are: C1C(=O)N(OC(ON2C(=O)CCC2=O)=O)[C:3](=[O:4])C1.[NH2:19][C:20]1[CH:25]=[C:24]([O:26][CH3:27])[CH:23]=[CH:22][C:21]=1[NH:28][C:29]([NH:31][C:32]1[CH:37]=[CH:36][CH:35]=[CH:34][CH:33]=1)=[O:30]. (4) Given the product [Br:61][C:62]1[CH:67]=[CH:66][C:65]([C@:68]([NH:77][C@H:78]([C:84]([NH:23][C@H:22]([C:24]([NH2:26])=[O:25])[CH2:21][S:20][C:1]([C:8]2[CH:13]=[CH:12][CH:11]=[CH:10][CH:9]=2)([C:14]2[CH:15]=[CH:16][CH:17]=[CH:18][CH:19]=2)[C:2]2[CH:3]=[CH:4][CH:5]=[CH:6][CH:7]=2)=[O:85])[CH2:79][C:80]([F:83])([CH3:81])[CH3:82])([C:73]([F:76])([F:75])[F:74])[C:69]#[C:70][CH2:71][OH:72])=[CH:64][CH:63]=1, predict the reactants needed to synthesize it. The reactants are: [C:1]([S:20][CH2:21][C@@H:22]([C:24]([NH2:26])=[O:25])[NH2:23])([C:14]1[CH:19]=[CH:18][CH:17]=[CH:16][CH:15]=1)([C:8]1[CH:13]=[CH:12][CH:11]=[CH:10][CH:9]=1)[C:2]1[CH:7]=[CH:6][CH:5]=[CH:4][CH:3]=1.CN(C(ON1N=NC2C=CC=NC1=2)=[N+](C)C)C.F[P-](F)(F)(F)(F)F.C1C=NC2N(O)N=NC=2C=1.[Br:61][C:62]1[CH:67]=[CH:66][C:65]([C@:68]([NH:77][C@H:78]([C:84](O)=[O:85])[CH2:79][C:80]([F:83])([CH3:82])[CH3:81])([C:73]([F:76])([F:75])[F:74])[C:69]#[C:70][CH2:71][OH:72])=[CH:64][CH:63]=1.CCN(CC)CC.C([O-])(O)=O.[Na+]. (5) Given the product [OH:2][C:1]1[CH:3]=[C:4]2[C:6]([C:16](=[O:17])[CH2:15][C:12]3([O:5]2)[CH2:13][CH2:14][O:9][CH2:10][CH2:11]3)=[CH:7][CH:8]=1, predict the reactants needed to synthesize it. The reactants are: [C:1]1([CH:8]=[CH:7][CH:6]=[C:4]([OH:5])[CH:3]=1)[OH:2].[O:9]1[CH2:14][CH2:13][C:12](=[CH:15][C:16](O)=[O:17])[CH2:11][CH2:10]1.OC1C=C(O)C=C2C=1C(=O)CC(C)(C)O2. (6) The reactants are: [N:1]1([CH2:8][CH2:9][O:10][C:11]2[CH:16]=[CH:15][C:14]([C:17]([C:19]3[C:28]4[C:23](=[CH:24][C:25]([O:29]C)=[CH:26][CH:27]=4)[CH:22]=[CH:21][C:20]=3[C:31]3[CH:36]=[C:35]([F:37])[CH:34]=[CH:33][C:32]=3[F:38])=[O:18])=[CH:13][CH:12]=2)[CH2:7][CH2:6][CH2:5][CH2:4][CH2:3][CH2:2]1.B(Br)(Br)Br.C(=O)(O)[O-].[Na+].C(Cl)(Cl)Cl.C(O)(C)C. Given the product [N:1]1([CH2:8][CH2:9][O:10][C:11]2[CH:16]=[CH:15][C:14]([C:17]([C:19]3[C:28]4[C:23](=[CH:24][C:25]([OH:29])=[CH:26][CH:27]=4)[CH:22]=[CH:21][C:20]=3[C:31]3[CH:36]=[C:35]([F:37])[CH:34]=[CH:33][C:32]=3[F:38])=[O:18])=[CH:13][CH:12]=2)[CH2:7][CH2:6][CH2:5][CH2:4][CH2:3][CH2:2]1, predict the reactants needed to synthesize it.